From a dataset of Reaction yield outcomes from USPTO patents with 853,638 reactions. Predict the reaction yield, written as a fraction of the theoretical maximum amount of product (1.0 means a 100% yield; for example, 0.34 means a 34% yield). (1) The reactants are [H-].[Al+3].[Li+].[H-].[H-].[H-].O1CCCC1.[C:12]([O:16][C:17]([NH:19][C@H:20]([C:25]1[CH:30]=[CH:29][C:28]([O:31][CH2:32][C@@H:33]([CH3:36])[CH2:34][CH3:35])=[CH:27][CH:26]=1)[C:21](OC)=[O:22])=[O:18])([CH3:15])([CH3:14])[CH3:13].[OH-].[K+]. The catalyst is C(OCC)(=O)C. The product is [OH:22][CH2:21][C@H:20]([NH:19][C:17](=[O:18])[O:16][C:12]([CH3:13])([CH3:15])[CH3:14])[C:25]1[CH:26]=[CH:27][C:28]([O:31][CH2:32][C@@H:33]([CH3:36])[CH2:34][CH3:35])=[CH:29][CH:30]=1. The yield is 0.880. (2) The reactants are [Br:1][C:2]1[C:3]([F:12])=[C:4]2[C:10]([NH2:11])=[CH:9][NH:8][C:5]2=[N:6][CH:7]=1.[CH3:13][C:14](OC(C)=O)=[O:15]. The catalyst is C1COCC1. The product is [Br:1][C:2]1[C:3]([F:12])=[C:4]2[C:10]([NH:11][C:14](=[O:15])[CH3:13])=[CH:9][NH:8][C:5]2=[N:6][CH:7]=1. The yield is 0.670. (3) The reactants are [OH:1][C:2]1[CH:11]=[CH:10][CH:9]=[C:8]2[C:3]=1[CH2:4][CH2:5][CH2:6][C:7]2=[O:12].I[C:14]1[CH:19]=[CH:18][CH:17]=[CH:16][CH:15]=1.[H-].[Na+].COCCOCCN(CCOCCOC)CCOCCOC. The catalyst is CN(C=O)C.O.Cl[Cu]. The product is [O:1]([C:2]1[CH:11]=[CH:10][CH:9]=[C:8]2[C:3]=1[CH2:4][CH2:5][CH2:6][C:7]2=[O:12])[C:14]1[CH:19]=[CH:18][CH:17]=[CH:16][CH:15]=1. The yield is 0.180. (4) The reactants are [F:1][C:2]1[C:3](F)=[C:4]2[O:9][CH2:8][C@H:7]([CH3:10])[N:6]3[CH:11]=[C:12]([C:17]([OH:19])=[O:18])[C:13](=[O:16])[C:14]([CH:15]=1)=[C:5]23.[CH3:21][N:22]1[CH2:27][CH2:26][NH:25][CH2:24][CH2:23]1.CCCCCCC. The catalyst is CC(O)COC. The product is [CH3:10][C@@H:7]1[N:6]2[C:5]3[C:14]([C:13]([C:12]([C:17]([OH:19])=[O:18])=[CH:11]2)=[O:16])=[CH:15][C:2]([F:1])=[C:3]([N:25]2[CH2:26][CH2:27][N:22]([CH3:21])[CH2:23][CH2:24]2)[C:4]=3[O:9][CH2:8]1. The yield is 0.773. (5) The reactants are C(=O)([O-])[O-].[K+].[K+].[Br:7][C:8]1[CH:9]=[C:10]([C:13]2([CH3:41])[CH2:18][C:17]([CH2:21][OH:22])([CH2:19]I)[S:16][C:15]([NH:23][C:24](=[O:40])[O:25][CH2:26][CH:27]3[C:39]4[CH:38]=[CH:37][CH:36]=[CH:35][C:34]=4[C:33]4[C:28]3=[CH:29][CH:30]=[CH:31][CH:32]=4)=[N:14]2)[S:11][CH:12]=1. The catalyst is O1CCOCC1.O.CCOC(C)=O. The product is [Br:7][C:8]1[CH:9]=[C:10]([C:13]2([CH3:41])[CH2:18][C:17]3([CH2:19][O:22][CH2:21]3)[S:16][C:15]([NH:23][C:24](=[O:40])[O:25][CH2:26][CH:27]3[C:28]4[CH:29]=[CH:30][CH:31]=[CH:32][C:33]=4[C:34]4[C:39]3=[CH:38][CH:37]=[CH:36][CH:35]=4)=[N:14]2)[S:11][CH:12]=1. The yield is 0.850.